This data is from Peptide-MHC class II binding affinity with 134,281 pairs from IEDB. The task is: Regression. Given a peptide amino acid sequence and an MHC pseudo amino acid sequence, predict their binding affinity value. This is MHC class II binding data. (1) The peptide sequence is AAATATATAAVGAAT. The MHC is DRB1_1001 with pseudo-sequence DRB1_1001. The binding affinity (normalized) is 0.272. (2) The peptide sequence is WMIHTLEALDYKECE. The MHC is DRB1_0301 with pseudo-sequence DRB1_0301. The binding affinity (normalized) is 0.778. (3) The binding affinity (normalized) is 0.647. The peptide sequence is LEVLNFDFQANAQLS. The MHC is DRB1_0101 with pseudo-sequence DRB1_0101. (4) The peptide sequence is KGMKNVFDDVVPEKY. The MHC is HLA-DQA10501-DQB10201 with pseudo-sequence HLA-DQA10501-DQB10201. The binding affinity (normalized) is 0.579. (5) The peptide sequence is IVQTLNAMPEYQNLL. The MHC is HLA-DQA10401-DQB10402 with pseudo-sequence HLA-DQA10401-DQB10402. The binding affinity (normalized) is 0.514. (6) The peptide sequence is LKIIAVFDSKLIS. The MHC is HLA-DPA10201-DPB10101 with pseudo-sequence HLA-DPA10201-DPB10101. The binding affinity (normalized) is 0.400.